From a dataset of hERG Central: cardiac toxicity at 1µM, 10µM, and general inhibition. Predict hERG channel inhibition at various concentrations. (1) The compound is CCn1c(SCC(=O)Nc2cccc(NC(=O)c3ccco3)c2)nnc1-c1cccs1. Results: hERG_inhib (hERG inhibition (general)): blocker. (2) The compound is Cc1cccc2c1-c1sc(C(=O)NCCCN3CCC(C)CC3)cc1CO2. Results: hERG_inhib (hERG inhibition (general)): blocker.